From a dataset of Reaction yield outcomes from USPTO patents with 853,638 reactions. Predict the reaction yield, written as a fraction of the theoretical maximum amount of product (1.0 means a 100% yield; for example, 0.34 means a 34% yield). The reactants are [NH2:1][C:2]1[C:3]([CH3:10])=[C:4]([CH:7]=[CH:8][CH:9]=1)[C:5]#[N:6].Br.Br[CH:13]([C:15]1[CH:16]=[C:17]([C:32]([N:34]([CH3:36])[CH3:35])=[O:33])[CH:18]=[C:19]2[C:24]=1[O:23][C:22]([N:25]1[CH2:30][CH2:29][O:28][CH2:27][CH2:26]1)=[CH:21][C:20]2=[O:31])[CH3:14]. No catalyst specified. The product is [C:5]([C:4]1[C:3]([CH3:10])=[C:2]([NH:1][CH:13]([C:15]2[CH:16]=[C:17]([C:32]([N:34]([CH3:36])[CH3:35])=[O:33])[CH:18]=[C:19]3[C:24]=2[O:23][C:22]([N:25]2[CH2:30][CH2:29][O:28][CH2:27][CH2:26]2)=[CH:21][C:20]3=[O:31])[CH3:14])[CH:9]=[CH:8][CH:7]=1)#[N:6]. The yield is 0.550.